This data is from Peptide-MHC class I binding affinity with 185,985 pairs from IEDB/IMGT. The task is: Regression. Given a peptide amino acid sequence and an MHC pseudo amino acid sequence, predict their binding affinity value. This is MHC class I binding data. (1) The peptide sequence is DVCGMFTNR. The binding affinity (normalized) is 0. The MHC is HLA-A11:01 with pseudo-sequence HLA-A11:01. (2) The peptide sequence is MEFEPFQSL. The MHC is HLA-B15:42 with pseudo-sequence HLA-B15:42. The binding affinity (normalized) is 0.213. (3) The peptide sequence is CYLEGDQTSL. The MHC is H-2-Kd with pseudo-sequence H-2-Kd. The binding affinity (normalized) is 0.334. (4) The peptide sequence is NRELIQQEL. The MHC is Mamu-B1001 with pseudo-sequence Mamu-B1001. The binding affinity (normalized) is 0.352. (5) The peptide sequence is MLANIDLKY. The MHC is HLA-A26:01 with pseudo-sequence HLA-A26:01. The binding affinity (normalized) is 0.418. (6) The peptide sequence is QIQAGNFHW. The MHC is HLA-A02:01 with pseudo-sequence HLA-A02:01. The binding affinity (normalized) is 0.0847. (7) The peptide sequence is IRSCWRYRK. The MHC is HLA-A69:01 with pseudo-sequence HLA-A69:01. The binding affinity (normalized) is 0.0847. (8) The peptide sequence is FSFGGFTFK. The MHC is HLA-B15:42 with pseudo-sequence HLA-B15:42. The binding affinity (normalized) is 0.213. (9) The peptide sequence is KLWTSISCA. The MHC is HLA-B46:01 with pseudo-sequence HLA-B46:01. The binding affinity (normalized) is 0.0847.